From a dataset of Reaction yield outcomes from USPTO patents with 853,638 reactions. Predict the reaction yield, written as a fraction of the theoretical maximum amount of product (1.0 means a 100% yield; for example, 0.34 means a 34% yield). (1) The reactants are [Br:1][C:2]1[CH:3]=[C:4]([CH:21]=[CH:22][CH:23]=1)[CH2:5][N:6]1[C:14]2[C:13](=[O:15])[N:12]([CH3:16])[C:11](=[O:17])[N:10]([CH3:18])[C:9]=2[N:8]=[C:7]1[CH:19]=[O:20].[CH2:24]([Mg]Cl)[CH2:25][CH2:26][CH3:27]. No catalyst specified. The product is [Br:1][C:2]1[CH:3]=[C:4]([CH:21]=[CH:22][CH:23]=1)[CH2:5][N:6]1[C:14]2[C:13](=[O:15])[N:12]([CH3:16])[C:11](=[O:17])[N:10]([CH3:18])[C:9]=2[N:8]=[C:7]1[CH:19]([OH:20])[CH2:24][CH2:25][CH2:26][CH3:27]. The yield is 0.137. (2) The reactants are Br[C:2]1[CH:7]=[CH:6][C:5]([NH:8][C:9]([C:11]2[NH:12][CH:13]=[C:14]([C:16]#[N:17])[N:15]=2)=[O:10])=[C:4]([C:18]2[CH2:23][CH2:22][CH2:21][CH2:20][CH:19]=2)[CH:3]=1.C([Mg]Cl)(C)C.[CH3:29][C:30]1([CH3:33])[CH2:32][O:31]1.B(F)(F)F.CCOCC.[Li]C(C)(C)C. The catalyst is C1COCC1. The product is [C:18]1([C:4]2[CH:3]=[C:2]([CH2:29][C:30]([OH:31])([CH3:33])[CH3:32])[CH:7]=[CH:6][C:5]=2[NH:8][C:9]([C:11]2[NH:12][CH:13]=[C:14]([C:16]#[N:17])[N:15]=2)=[O:10])[CH2:23][CH2:22][CH2:21][CH2:20][CH:19]=1. The yield is 0.150. (3) The reactants are [O:1]=[C:2]1[CH2:6][CH2:5][CH:4]([N:7]2[C:15](=[O:16])[C:14]3[C:9](=[CH:10][CH:11]=[CH:12][CH:13]=3)[C:8]2=[O:17])[CH2:3]1.[F:18][C:19]([F:32])([F:31])[S:20](O[S:20]([C:19]([F:32])([F:31])[F:18])(=[O:22])=[O:21])(=[O:22])=[O:21].C(N(CC)C(C)C)(C)C. The catalyst is ClCCl. The product is [F:18][C:19]([F:32])([F:31])[S:20]([O:1][C:2]1[CH2:6][CH2:5][CH:4]([N:7]2[C:8](=[O:17])[C:9]3[C:14](=[CH:13][CH:12]=[CH:11][CH:10]=3)[C:15]2=[O:16])[CH:3]=1)(=[O:22])=[O:21]. The yield is 0.460. (4) The reactants are [C:1]([CH2:3][C:4]([NH:6][C:7]1[CH:12]=[C:11]([O:13][CH3:14])[C:10]([Cl:15])=[CH:9][C:8]=1[Cl:16])=[O:5])#[N:2].[CH2:17]([O:19][C:20]1[CH:25]=[CH:24][C:23]([NH2:26])=[CH:22][C:21]=1[I:27])[CH3:18].[CH2:28](OC(OCC)OCC)C. The catalyst is C(O)(C)C. The product is [C:1]([C:3](=[CH:28][NH:26][C:23]1[CH:24]=[CH:25][C:20]([O:19][CH2:17][CH3:18])=[C:21]([I:27])[CH:22]=1)[C:4]([NH:6][C:7]1[CH:12]=[C:11]([O:13][CH3:14])[C:10]([Cl:15])=[CH:9][C:8]=1[Cl:16])=[O:5])#[N:2]. The yield is 0.540. (5) The reactants are [C:1]([C:3]1[C:4]([O:52]CC2C=CC=CC=2)=[CH:5][C:6]([O:44]CC2C=CC=CC=2)=[C:7]([CH2:9][CH2:10][CH2:11][O:12][CH2:13][CH2:14][CH2:15][O:16][CH2:17][CH2:18][CH2:19][C:20]2[CH:25]=[C:24]([C:26]#[N:27])[C:23]([O:28]CC3C=CC=CC=3)=[CH:22][C:21]=2[O:36]CC2C=CC=CC=2)[CH:8]=1)#[N:2]. The catalyst is [Pd].C(OCC)(=O)C.[Fe]. The product is [C:26]([C:24]1[C:23]([OH:28])=[CH:22][C:21]([OH:36])=[C:20]([CH2:19][CH2:18][CH2:17][O:16][CH2:15][CH2:14][CH2:13][O:12][CH2:11][CH2:10][CH2:9][C:7]2[CH:8]=[C:3]([C:1]#[N:2])[C:4]([OH:52])=[CH:5][C:6]=2[OH:44])[CH:25]=1)#[N:27]. The yield is 0.900.